Dataset: Catalyst prediction with 721,799 reactions and 888 catalyst types from USPTO. Task: Predict which catalyst facilitates the given reaction. (1) Product: [C:13]([NH:12][C@@H:9]1[CH2:10][CH2:11][C@H:6]([NH:5][C:3](=[O:4])[CH2:2][NH:1][C:24]2[C:23]3[C:28](=[CH:29][CH:30]=[C:21]([C:20]([F:32])([F:33])[F:19])[CH:22]=3)[N:27]=[CH:26][N:25]=2)[C@H:7]([CH2:17][OH:18])[CH2:8]1)([CH3:14])([CH3:15])[CH3:16]. Reactant: [NH2:1][CH2:2][C:3]([NH:5][C@H:6]1[CH2:11][CH2:10][C@@H:9]([NH:12][C:13]([CH3:16])([CH3:15])[CH3:14])[CH2:8][C@H:7]1[CH2:17][OH:18])=[O:4].[F:19][C:20]([F:33])([F:32])[C:21]1[CH:22]=[C:23]2[C:28](=[CH:29][CH:30]=1)[N:27]=[CH:26][N:25]=[C:24]2N.C(N(CC)CC)C. The catalyst class is: 8. (2) Reactant: [Cl-].[Al+3].[Al+3].[Al+3].[Cl-].[Cl-].[Cl-].[Cl-].[Cl-].[Cl-].[Cl-].[Cl-].[CH:13]1([C:19](Cl)=[O:20])[CH2:18][CH2:17][CH2:16][CH2:15][CH2:14]1.[Cl:22][C:23]1[CH:28]=[CH:27][C:26]([C:29]2[S:30][CH:31]=[CH:32][C:33]=2[CH:34]([CH2:41][C:42]2[CH:47]=[CH:46][CH:45]=[CH:44][CH:43]=2)[C:35]([O:37][CH:38]([CH3:40])[CH3:39])=[O:36])=[CH:25][CH:24]=1.O. Product: [Cl:22][C:23]1[CH:28]=[CH:27][C:26]([C:29]2[S:30][C:31]([C:19]([CH:13]3[CH2:18][CH2:17][CH2:16][CH2:15][CH2:14]3)=[O:20])=[CH:32][C:33]=2[CH:34]([CH2:41][C:42]2[CH:43]=[CH:44][CH:45]=[CH:46][CH:47]=2)[C:35]([O:37][CH:38]([CH3:40])[CH3:39])=[O:36])=[CH:25][CH:24]=1. The catalyst class is: 4. (3) Reactant: Cl[C:2]1[C:7]([C:8]#[N:9])=[C:6]([Cl:10])[N:5]=[CH:4][N:3]=1.CCN(CC)CC.[CH2:18]([O:25][C:26]1[CH:31]=[CH:30][C:29]([NH2:32])=[CH:28][C:27]=1[Cl:33])[C:19]1[CH:24]=[CH:23][CH:22]=[CH:21][CH:20]=1. Product: [CH2:18]([O:25][C:26]1[CH:31]=[CH:30][C:29]([NH:32][C:2]2[C:7]([C:8]#[N:9])=[C:6]([Cl:10])[N:5]=[CH:4][N:3]=2)=[CH:28][C:27]=1[Cl:33])[C:19]1[CH:20]=[CH:21][CH:22]=[CH:23][CH:24]=1. The catalyst class is: 49.